From a dataset of Peptide-MHC class I binding affinity with 185,985 pairs from IEDB/IMGT. Regression. Given a peptide amino acid sequence and an MHC pseudo amino acid sequence, predict their binding affinity value. This is MHC class I binding data. (1) The peptide sequence is MQLPGGWLL. The MHC is HLA-A02:19 with pseudo-sequence HLA-A02:19. The binding affinity (normalized) is 0.657. (2) The peptide sequence is RPPIFIRRL. The MHC is HLA-B53:01 with pseudo-sequence HLA-B53:01. The binding affinity (normalized) is 0.0550. (3) The peptide sequence is VPSHISSLI. The MHC is HLA-B54:01 with pseudo-sequence HLA-B54:01. The binding affinity (normalized) is 0.176. (4) The peptide sequence is FLWEWASAR. The MHC is HLA-A02:01 with pseudo-sequence HLA-A02:01. The binding affinity (normalized) is 0.269. (5) The peptide sequence is RRYDKLMSF. The MHC is HLA-B39:01 with pseudo-sequence HLA-B39:01. The binding affinity (normalized) is 0.0847. (6) The peptide sequence is LKPGKTSHLM. The MHC is Mamu-A01 with pseudo-sequence Mamu-A01. The binding affinity (normalized) is 0.